From a dataset of NCI-60 drug combinations with 297,098 pairs across 59 cell lines. Regression. Given two drug SMILES strings and cell line genomic features, predict the synergy score measuring deviation from expected non-interaction effect. (1) Drug 1: C1=CC(=CC=C1CC(C(=O)O)N)N(CCCl)CCCl.Cl. Drug 2: C1=NC2=C(N=C(N=C2N1C3C(C(C(O3)CO)O)O)F)N. Cell line: MOLT-4. Synergy scores: CSS=54.9, Synergy_ZIP=-1.76, Synergy_Bliss=-4.50, Synergy_Loewe=-13.4, Synergy_HSA=-4.66. (2) Drug 1: CC12CCC3C(C1CCC2=O)CC(=C)C4=CC(=O)C=CC34C. Drug 2: CN1C(=O)N2C=NC(=C2N=N1)C(=O)N. Cell line: TK-10. Synergy scores: CSS=35.3, Synergy_ZIP=3.06, Synergy_Bliss=3.29, Synergy_Loewe=-6.54, Synergy_HSA=0.500. (3) Drug 1: CN1CCC(CC1)COC2=C(C=C3C(=C2)N=CN=C3NC4=C(C=C(C=C4)Br)F)OC. Drug 2: CC(C)CN1C=NC2=C1C3=CC=CC=C3N=C2N. Cell line: CAKI-1. Synergy scores: CSS=19.3, Synergy_ZIP=-9.77, Synergy_Bliss=-11.3, Synergy_Loewe=-16.0, Synergy_HSA=-10.8.